From a dataset of Peptide-MHC class I binding affinity with 185,985 pairs from IEDB/IMGT. Regression. Given a peptide amino acid sequence and an MHC pseudo amino acid sequence, predict their binding affinity value. This is MHC class I binding data. (1) The peptide sequence is SRYFGNVRL. The MHC is HLA-B07:02 with pseudo-sequence HLA-B07:02. The binding affinity (normalized) is 0.0847. (2) The peptide sequence is CAVIPFDDI. The MHC is HLA-A02:03 with pseudo-sequence HLA-A02:03. The binding affinity (normalized) is 0.148. (3) The peptide sequence is RFVKFNDYR. The MHC is Patr-A0401 with pseudo-sequence Patr-A0401. The binding affinity (normalized) is 0.989. (4) The peptide sequence is YYRYPTGESY. The MHC is HLA-A80:01 with pseudo-sequence HLA-A80:01. The binding affinity (normalized) is 0.327. (5) The peptide sequence is GVPPKVVSY. The MHC is HLA-A68:02 with pseudo-sequence HLA-A68:02. The binding affinity (normalized) is 0.0847.